This data is from NCI-60 drug combinations with 297,098 pairs across 59 cell lines. The task is: Regression. Given two drug SMILES strings and cell line genomic features, predict the synergy score measuring deviation from expected non-interaction effect. (1) Drug 1: CN(C)N=NC1=C(NC=N1)C(=O)N. Drug 2: CN(CC1=CN=C2C(=N1)C(=NC(=N2)N)N)C3=CC=C(C=C3)C(=O)NC(CCC(=O)O)C(=O)O. Cell line: MDA-MB-435. Synergy scores: CSS=-2.96, Synergy_ZIP=3.26, Synergy_Bliss=3.69, Synergy_Loewe=-21.6, Synergy_HSA=-5.18. (2) Drug 1: CC12CCC(CC1=CCC3C2CCC4(C3CC=C4C5=CN=CC=C5)C)O. Drug 2: C1=CC(=CC=C1CCC2=CNC3=C2C(=O)NC(=N3)N)C(=O)NC(CCC(=O)O)C(=O)O. Cell line: HL-60(TB). Synergy scores: CSS=57.0, Synergy_ZIP=7.18, Synergy_Bliss=5.52, Synergy_Loewe=-24.6, Synergy_HSA=2.94. (3) Drug 1: CCC1(CC2CC(C3=C(CCN(C2)C1)C4=CC=CC=C4N3)(C5=C(C=C6C(=C5)C78CCN9C7C(C=CC9)(C(C(C8N6C=O)(C(=O)OC)O)OC(=O)C)CC)OC)C(=O)OC)O.OS(=O)(=O)O. Drug 2: C1=CC=C(C(=C1)C(C2=CC=C(C=C2)Cl)C(Cl)Cl)Cl. Cell line: RXF 393. Synergy scores: CSS=23.8, Synergy_ZIP=-7.43, Synergy_Bliss=-2.70, Synergy_Loewe=-13.9, Synergy_HSA=-2.87. (4) Drug 1: CCC1=C2CN3C(=CC4=C(C3=O)COC(=O)C4(CC)O)C2=NC5=C1C=C(C=C5)O. Drug 2: CC(C)NC(=O)C1=CC=C(C=C1)CNNC.Cl. Cell line: MDA-MB-435. Synergy scores: CSS=20.7, Synergy_ZIP=-0.450, Synergy_Bliss=-0.944, Synergy_Loewe=-27.9, Synergy_HSA=-2.29. (5) Drug 1: COC1=CC(=CC(=C1O)OC)C2C3C(COC3=O)C(C4=CC5=C(C=C24)OCO5)OC6C(C(C7C(O6)COC(O7)C8=CC=CS8)O)O. Drug 2: CC1=C(N=C(N=C1N)C(CC(=O)N)NCC(C(=O)N)N)C(=O)NC(C(C2=CN=CN2)OC3C(C(C(C(O3)CO)O)O)OC4C(C(C(C(O4)CO)O)OC(=O)N)O)C(=O)NC(C)C(C(C)C(=O)NC(C(C)O)C(=O)NCCC5=NC(=CS5)C6=NC(=CS6)C(=O)NCCC[S+](C)C)O. Cell line: A549. Synergy scores: CSS=51.8, Synergy_ZIP=1.87, Synergy_Bliss=3.13, Synergy_Loewe=7.09, Synergy_HSA=8.23. (6) Drug 1: CCCCCOC(=O)NC1=NC(=O)N(C=C1F)C2C(C(C(O2)C)O)O. Drug 2: C1=CN(C=N1)CC(O)(P(=O)(O)O)P(=O)(O)O. Cell line: MDA-MB-231. Synergy scores: CSS=1.21, Synergy_ZIP=-0.779, Synergy_Bliss=-0.0684, Synergy_Loewe=-0.343, Synergy_HSA=-0.247. (7) Drug 1: CN1CCC(CC1)COC2=C(C=C3C(=C2)N=CN=C3NC4=C(C=C(C=C4)Br)F)OC. Drug 2: CC1=C(C(CCC1)(C)C)C=CC(=CC=CC(=CC(=O)O)C)C. Cell line: HOP-62. Synergy scores: CSS=1.89, Synergy_ZIP=0.597, Synergy_Bliss=2.09, Synergy_Loewe=-2.73, Synergy_HSA=-1.08. (8) Synergy scores: CSS=26.9, Synergy_ZIP=6.27, Synergy_Bliss=11.5, Synergy_Loewe=10.8, Synergy_HSA=11.8. Drug 1: CC(CN1CC(=O)NC(=O)C1)N2CC(=O)NC(=O)C2. Cell line: UACC62. Drug 2: C1CC(=O)NC(=O)C1N2C(=O)C3=CC=CC=C3C2=O. (9) Drug 1: CC1=C(C=C(C=C1)NC(=O)C2=CC=C(C=C2)CN3CCN(CC3)C)NC4=NC=CC(=N4)C5=CN=CC=C5. Drug 2: C1=CC=C(C(=C1)C(C2=CC=C(C=C2)Cl)C(Cl)Cl)Cl. Cell line: MCF7. Synergy scores: CSS=1.02, Synergy_ZIP=2.31, Synergy_Bliss=3.54, Synergy_Loewe=-0.355, Synergy_HSA=-1.02. (10) Drug 1: COC1=CC(=CC(=C1O)OC)C2C3C(COC3=O)C(C4=CC5=C(C=C24)OCO5)OC6C(C(C7C(O6)COC(O7)C8=CC=CS8)O)O. Drug 2: C1CN1P(=S)(N2CC2)N3CC3. Cell line: SNB-75. Synergy scores: CSS=27.1, Synergy_ZIP=-8.47, Synergy_Bliss=-1.53, Synergy_Loewe=-0.312, Synergy_HSA=0.206.